This data is from Reaction yield outcomes from USPTO patents with 853,638 reactions. The task is: Predict the reaction yield, written as a fraction of the theoretical maximum amount of product (1.0 means a 100% yield; for example, 0.34 means a 34% yield). (1) The reactants are [CH2:1]([N:3]([CH2:16][CH3:17])[CH2:4][CH2:5][CH2:6][O:7][C:8]1[CH:13]=[CH:12][C:11]([NH2:14])=[CH:10][C:9]=1[F:15])[CH3:2].O[CH:19]=[C:20]1[C:28]2[C:23](=[CH:24][CH:25]=[CH:26][CH:27]=2)[NH:22][C:21]1=[O:29]. No catalyst specified. The product is [CH2:16]([N:3]([CH2:1][CH3:2])[CH2:4][CH2:5][CH2:6][O:7][C:8]1[CH:13]=[CH:12][C:11]([NH:14][CH:19]=[C:20]2[C:28]3[C:23](=[CH:24][CH:25]=[CH:26][CH:27]=3)[NH:22][C:21]2=[O:29])=[CH:10][C:9]=1[F:15])[CH3:17]. The yield is 0.240. (2) The reactants are [CH3:1][O:2][C:3]1[CH:4]=[CH:5][CH:6]=[C:7]2[C:11]=1[C:10](=O)[CH2:9][CH2:8]2.Cl.[NH2:14][OH:15].C([O-])(=O)C.[Na+]. The catalyst is C(O)C.O. The product is [CH3:1][O:2][C:3]1[CH:4]=[CH:5][CH:6]=[C:7]2[C:11]=1[C:10](=[N:14][OH:15])[CH2:9][CH2:8]2. The yield is 0.980. (3) The reactants are [NH2:1][C:2]1[CH:3]=[C:4]([C:10]([C:12]2[C:20]3[C:19]([NH2:21])=[N:18][CH:17]=[N:16][C:15]=3[N:14]([CH:22]([CH3:24])[CH3:23])[CH:13]=2)=[O:11])[CH:5]=[CH:6][C:7]=1[O:8][CH3:9].[Cl:25][C:26]1[CH:31]=[C:30]([Cl:32])[CH:29]=[CH:28][C:27]=1[N:33]=[C:34]=[O:35]. The catalyst is N1C=CC=CC=1. The product is [NH2:21][C:19]1[C:20]2[C:12]([C:10]([C:4]3[CH:5]=[CH:6][C:7]([O:8][CH3:9])=[C:2]([NH:1][C:34]([NH:33][C:27]4[CH:28]=[CH:29][C:30]([Cl:32])=[CH:31][C:26]=4[Cl:25])=[O:35])[CH:3]=3)=[O:11])=[CH:13][N:14]([CH:22]([CH3:24])[CH3:23])[C:15]=2[N:16]=[CH:17][N:18]=1. The yield is 0.0350. (4) The reactants are Br[C:2]1[CH:3]=[C:4]([CH:7]=[CH:8][CH:9]=1)[CH:5]=[O:6].[CH3:10][O:11][C:12]1[CH:13]=[C:14]([OH:27])[CH:15]=[C:16](B2OC(C)(C)C(C)(C)O2)[CH:17]=1.C(=O)([O-])[O-].[Cs+].[Cs+].[Cl-].[NH4+]. The catalyst is ClCCl.[Pd](Cl)Cl.C1(P(C2C=CC=CC=2)[C-]2C=CC=C2)C=CC=CC=1.[C-]1(P(C2C=CC=CC=2)C2C=CC=CC=2)C=CC=C1.[Fe+2].O.C(O)C.COCCOC. The product is [OH:27][C:14]1[CH:15]=[C:16]([C:2]2[CH:9]=[CH:8][CH:7]=[C:4]([CH:5]=[O:6])[CH:3]=2)[CH:17]=[C:12]([O:11][CH3:10])[CH:13]=1. The yield is 0.600. (5) The reactants are [F:1][C:2]1[CH:16]=[CH:15][C:5]([CH2:6][O:7][CH2:8][C:9]([NH:11][CH2:12][C:13]#[CH:14])=[O:10])=[CH:4][CH:3]=1.[NH2:17][C:18]1[CH:23]=[CH:22][C:21](I)=[CH:20][N:19]=1.C(NCC)C. The catalyst is C1COCC1.Cl[Pd](Cl)([P](C1C=CC=CC=1)(C1C=CC=CC=1)C1C=CC=CC=1)[P](C1C=CC=CC=1)(C1C=CC=CC=1)C1C=CC=CC=1.[Cu](I)I. The product is [NH2:17][C:18]1[N:19]=[CH:20][C:21]([C:14]#[C:13][CH2:12][NH:11][C:9](=[O:10])[CH2:8][O:7][CH2:6][C:5]2[CH:4]=[CH:3][C:2]([F:1])=[CH:16][CH:15]=2)=[CH:22][CH:23]=1. The yield is 0.830. (6) The reactants are [NH:1]1[CH2:6][CH2:5][S:4](=[O:8])(=[O:7])[CH2:3][CH2:2]1.[H-].[Na+].[Br:11][C:12]1[CH:17]=[CH:16][C:15]([CH2:18]Br)=[CH:14][CH:13]=1. The catalyst is CN(C=O)C. The product is [Br:11][C:12]1[CH:17]=[CH:16][C:15]([CH2:18][N:1]2[CH2:6][CH2:5][S:4](=[O:8])(=[O:7])[CH2:3][CH2:2]2)=[CH:14][CH:13]=1. The yield is 0.470. (7) The reactants are [C:1]([CH2:3][CH2:4][CH2:5][OH:6])#[N:2].C(N(CC)CC)C.[C:14](Cl)([C:27]1[CH:32]=[CH:31][CH:30]=[CH:29][CH:28]=1)([C:21]1[CH:26]=[CH:25][CH:24]=[CH:23][CH:22]=1)[C:15]1[CH:20]=[CH:19][CH:18]=[CH:17][CH:16]=1.CO. The catalyst is ClCCl. The product is [C:14]([O:6][CH2:5][CH2:4][CH2:3][C:1]#[N:2])([C:15]1[CH:20]=[CH:19][CH:18]=[CH:17][CH:16]=1)([C:27]1[CH:28]=[CH:29][CH:30]=[CH:31][CH:32]=1)[C:21]1[CH:22]=[CH:23][CH:24]=[CH:25][CH:26]=1. The yield is 0.617. (8) The reactants are [C:1]([O:5][CH2:6][CH:7]1[CH:12]=[CH:11][N:10](C(=O)C(C)(C)C)[CH:9]=[C:8]1[CH:19]1[CH2:23][CH2:22][CH2:21][N:20]1[CH3:24])([CH3:4])([CH3:3])[CH3:2].[S]. The catalyst is C1(C)C=CC=CC=1. The product is [C:1]([O:5][CH2:6][C:7]1[CH:12]=[CH:11][N:10]=[CH:9][C:8]=1[CH:19]1[CH2:23][CH2:22][CH2:21][N:20]1[CH3:24])([CH3:4])([CH3:3])[CH3:2]. The yield is 0.540.